This data is from Peptide-MHC class I binding affinity with 185,985 pairs from IEDB/IMGT. The task is: Regression. Given a peptide amino acid sequence and an MHC pseudo amino acid sequence, predict their binding affinity value. This is MHC class I binding data. (1) The peptide sequence is VLTILYYGA. The MHC is HLA-A02:03 with pseudo-sequence HLA-A02:03. The binding affinity (normalized) is 0.735. (2) The peptide sequence is DLMGYIPLV. The MHC is HLA-A02:06 with pseudo-sequence HLA-A02:06. The binding affinity (normalized) is 0.370. (3) The peptide sequence is SYEDQDALF. The MHC is HLA-A24:02 with pseudo-sequence HLA-A24:02. The binding affinity (normalized) is 0.0610. (4) The peptide sequence is KVFGYDIDR. The MHC is HLA-A03:01 with pseudo-sequence HLA-A03:01. The binding affinity (normalized) is 0.287. (5) The peptide sequence is RQFFTAFEF. The MHC is Mamu-B52 with pseudo-sequence Mamu-B52. The binding affinity (normalized) is 0.849. (6) The peptide sequence is YTYKYPNL. The MHC is H-2-Db with pseudo-sequence H-2-Db. The binding affinity (normalized) is 0.